This data is from CYP1A2 inhibition data for predicting drug metabolism from PubChem BioAssay. The task is: Regression/Classification. Given a drug SMILES string, predict its absorption, distribution, metabolism, or excretion properties. Task type varies by dataset: regression for continuous measurements (e.g., permeability, clearance, half-life) or binary classification for categorical outcomes (e.g., BBB penetration, CYP inhibition). Dataset: cyp1a2_veith. (1) The molecule is Cc1cccc(CNc2ccnc(-c3ccoc3)n2)c1. The result is 1 (inhibitor). (2) The drug is Cc1ncc(C[n+]2csc(CCO)c2C)c(N)n1.Cl.[Cl-]. The result is 0 (non-inhibitor). (3) The molecule is Cc1cc2cc(C=O)c(Cl)nc2cc1C. The result is 1 (inhibitor). (4) The drug is CN(C(=O)CN(CCO)CC(=O)N(C)C(C)(C)Cc1ccccc1)C(C)(C)Cc1ccccc1. The result is 0 (non-inhibitor). (5) The compound is CCCC1CCC(c2ccc(C(N)=O)cc2)CC1. The result is 0 (non-inhibitor). (6) The drug is CC(C)CC(=O)N1CCC(O)(CS(=O)(=O)Cc2ccccc2)CC1. The result is 0 (non-inhibitor). (7) The drug is Cn1c(=O)cc(SCC(=O)NCCCN2CCOCC2)c2ccc(Cl)cc21. The result is 0 (non-inhibitor).